Dataset: Peptide-MHC class I binding affinity with 185,985 pairs from IEDB/IMGT. Task: Regression. Given a peptide amino acid sequence and an MHC pseudo amino acid sequence, predict their binding affinity value. This is MHC class I binding data. (1) The peptide sequence is FPASHMATY. The MHC is HLA-A11:01 with pseudo-sequence HLA-A11:01. The binding affinity (normalized) is 0.0847. (2) The peptide sequence is IIRTENRPL. The MHC is HLA-A29:02 with pseudo-sequence HLA-A29:02. The binding affinity (normalized) is 0.0847.